Dataset: Reaction yield outcomes from USPTO patents with 853,638 reactions. Task: Predict the reaction yield, written as a fraction of the theoretical maximum amount of product (1.0 means a 100% yield; for example, 0.34 means a 34% yield). (1) The reactants are [CH:1]1[C:6]([N+:7]([O-:9])=[O:8])=[CH:5][CH:4]=[C:3]([OH:10])[CH:2]=1.[F-].[Cs+].S(C1C=CC([N+]([O-])=O)=CC=1)(O[CH2:17][C@H:18]1[O:20][CH2:19]1)(=O)=O.O. The catalyst is CN(C=O)C. The product is [N+:7]([C:6]1[CH:5]=[CH:4][C:3]([O:10][CH2:17][C@H:18]2[O:20][CH2:19]2)=[CH:2][CH:1]=1)([O-:9])=[O:8]. The yield is 0.930. (2) The yield is 0.910. The reactants are [NH:1]1[C:9]2[C:4](=[CH:5][CH:6]=[CH:7][CH:8]=2)[CH:3]=[C:2]1[CH2:10][C:11]([O:13][CH2:14][CH3:15])=[O:12].[C:16](=O)([O:22]C(C)(C)C)[O:17][C:18]([CH3:21])([CH3:20])[CH3:19]. The catalyst is ClCCl.CN(C)C1C=CN=CC=1. The product is [CH2:14]([O:13][C:11]([CH2:10][C:2]1[N:1]([C:16]([O:17][C:18]([CH3:21])([CH3:20])[CH3:19])=[O:22])[C:9]2[C:4]([CH:3]=1)=[CH:5][CH:6]=[CH:7][CH:8]=2)=[O:12])[CH3:15]. (3) The reactants are C1[O:18][CH2:17][CH2:16]OCCOCCOCCOCCOC1.COC(CP(=O)(OCC(F)(F)F)OCC(F)(F)F)=O.C[Si]([N-][Si](C)(C)C)(C)C.[K+].[CH3:48][S:49][C:50]1[N:55]=[C:54]([C:56]2[CH:61]=[CH:60][CH:59]=[CH:58][CH:57]=2)[C:53]([CH:62]=O)=[C:52]([NH:64][C:65]2[CH:70]=[CH:69][CH:68]=[CH:67][CH:66]=2)[N:51]=1.[NH4+].[Cl-]. The catalyst is C1COCC1.C1(C)C=CC=CC=1.C(OCC)C. The product is [CH3:48][S:49][C:50]1[N:55]=[C:54]([C:56]2[CH:61]=[CH:60][CH:59]=[CH:58][CH:57]=2)[C:53]2[CH:62]=[CH:16][C:17](=[O:18])[N:64]([C:65]3[CH:70]=[CH:69][CH:68]=[CH:67][CH:66]=3)[C:52]=2[N:51]=1. The yield is 0.910.